From a dataset of Peptide-MHC class II binding affinity with 134,281 pairs from IEDB. Regression. Given a peptide amino acid sequence and an MHC pseudo amino acid sequence, predict their binding affinity value. This is MHC class II binding data. The MHC is DRB1_0802 with pseudo-sequence DRB1_0802. The binding affinity (normalized) is 0.297. The peptide sequence is GLALLSEAVLRGQAL.